Dataset: Full USPTO retrosynthesis dataset with 1.9M reactions from patents (1976-2016). Task: Predict the reactants needed to synthesize the given product. (1) Given the product [Br:1][C:2]1[CH:7]=[CH:6][C:5]([CH2:15][C:14]([OH:12])=[O:16])=[C:4]([F:11])[CH:3]=1, predict the reactants needed to synthesize it. The reactants are: [Br:1][C:2]1[CH:7]=[CH:6][C:5](CC#N)=[C:4]([F:11])[CH:3]=1.[OH-:12].[K+].[CH2:14]([OH:16])[CH3:15]. (2) Given the product [Si:1]([O:8][CH2:9][C@H:10]1[CH2:11][CH2:12][O:13][C:35](=[O:36])[N:14]1[CH2:15][CH2:16][C:17]1[CH:28]=[CH:27][C:20]([C:21]([O:23][CH:24]([CH3:25])[CH3:26])=[O:22])=[CH:19][CH:18]=1)([C:4]([CH3:6])([CH3:7])[CH3:5])([CH3:3])[CH3:2], predict the reactants needed to synthesize it. The reactants are: [Si:1]([O:8][CH2:9][C@H:10]([NH:14][CH2:15][CH2:16][C:17]1[CH:28]=[CH:27][C:20]([C:21]([O:23][CH:24]([CH3:26])[CH3:25])=[O:22])=[CH:19][CH:18]=1)[CH2:11][CH2:12][OH:13])([C:4]([CH3:7])([CH3:6])[CH3:5])([CH3:3])[CH3:2].N1C=CC=CC=1.[C:35](Cl)(Cl)=[O:36]. (3) Given the product [CH:18]1([CH2:17][NH:16][C:14]([C:11]2[CH:12]=[CH:13][C:8]([C:6]3[C:5]([CH3:21])=[CH:4][CH:3]=[C:2]([NH:1][C:22](=[O:29])[C:23]4[CH:28]=[CH:27][CH:26]=[N:25][CH:24]=4)[CH:7]=3)=[CH:9][CH:10]=2)=[O:15])[CH2:20][CH2:19]1, predict the reactants needed to synthesize it. The reactants are: [NH2:1][C:2]1[CH:3]=[CH:4][C:5]([CH3:21])=[C:6]([C:8]2[CH:13]=[CH:12][C:11]([C:14]([NH:16][CH2:17][CH:18]3[CH2:20][CH2:19]3)=[O:15])=[CH:10][CH:9]=2)[CH:7]=1.[C:22](O)(=[O:29])[C:23]1[CH:28]=[CH:27][CH:26]=[N:25][CH:24]=1. (4) Given the product [Cl:25][C:24]1[CH:23]=[CH:22][CH:21]=[C:17]2[C:16]=1[N:15]=[C:3]([C:2]([F:13])([F:1])[C:6]1[CH:11]=[CH:10][C:9]([F:12])=[CH:8][N:7]=1)[NH:20][C:18]2=[O:19], predict the reactants needed to synthesize it. The reactants are: [F:1][C:2]([F:13])([C:6]1[CH:11]=[CH:10][C:9]([F:12])=[CH:8][N:7]=1)[C:3]([O-])=O.[Na+].[NH2:15][C:16]1[C:24]([Cl:25])=[CH:23][CH:22]=[CH:21][C:17]=1[C:18]([NH2:20])=[O:19].